This data is from Plasma protein binding rate (PPBR) regression data from AstraZeneca. The task is: Regression/Classification. Given a drug SMILES string, predict its absorption, distribution, metabolism, or excretion properties. Task type varies by dataset: regression for continuous measurements (e.g., permeability, clearance, half-life) or binary classification for categorical outcomes (e.g., BBB penetration, CYP inhibition). For this dataset (ppbr_az), we predict Y. (1) The molecule is N[C@H]1CCN(c2c(Cl)cccc2/C=C2\SC(=O)NC2=O)C1. The Y is 97.7 %. (2) The drug is Cc1nn(C2CCOCC2)c(NS(=O)(=O)c2ccc(C3CC3)cc2)c1C(=O)N[C@@H](C)C(C)(C)C. The Y is 92.6 %. (3) The molecule is O=C(Cc1ccc(Cl)c(C(F)(F)F)c1)Nc1cccc2c(=O)n(CCO)ccc12. The Y is 99.0 %.